From a dataset of Forward reaction prediction with 1.9M reactions from USPTO patents (1976-2016). Predict the product of the given reaction. (1) Given the reactants [CH3:1][O:2][C:3](=[O:15])[CH2:4][C:5]1[C:13]2[C:8](=[N:9][CH:10]=[CH:11][CH:12]=2)[NH:7][C:6]=1[CH3:14].CCN(P1(N(C)CCCN1C)=NC(C)(C)C)CC.[N+:34]([C:37]1[CH:44]=[CH:43][C:40]([CH2:41]Br)=[CH:39][CH:38]=1)([O-:36])=[O:35], predict the reaction product. The product is: [CH3:1][O:2][C:3](=[O:15])[CH2:4][C:5]1[C:13]2[C:8](=[N:9][CH:10]=[CH:11][CH:12]=2)[N:7]([CH2:41][C:40]2[CH:43]=[CH:44][C:37]([N+:34]([O-:36])=[O:35])=[CH:38][CH:39]=2)[C:6]=1[CH3:14]. (2) Given the reactants [OH:1][CH:2]([C:7]1[O:8][CH:9]=[CH:10][C:11]=1[C:12]([OH:14])=[O:13])[CH2:3][CH:4]([CH3:6])[CH3:5].[CH3:15][Si:16]([CH:19]=[N+]=[N-])([CH3:18])[CH3:17], predict the reaction product. The product is: [OH:1][CH:2]([C:7]1[O:8][CH:9]=[CH:10][C:11]=1[C:12]([O:14][CH2:15][Si:16]([CH3:19])([CH3:18])[CH3:17])=[O:13])[CH2:3][CH:4]([CH3:6])[CH3:5]. (3) Given the reactants COC1C=CC(C[N:8]2[C:12]3=[N:13][CH:14]=[C:15]([C:17]4[CH:22]=[CH:21][C:20]([CH2:23][C:24]([NH:26][C:27]5[CH:31]=[C:30]([C:32]([CH3:38])([CH3:37])[C:33]([F:36])([F:35])[F:34])[O:29][N:28]=5)=[O:25])=[CH:19][CH:18]=4)[CH:16]=[C:11]3[C:10]([O:39][CH2:40][CH2:41][O:42][CH3:43])=[N:9]2)=CC=1.C(C1ON=C(NC(=O)CC2C=CC(C3C=C4C(C)=NN(CC5C=CC(OC)=CC=5)C4=NC=3)=CC=2)C=1)(C)(C)C, predict the reaction product. The product is: [CH3:43][O:42][CH2:41][CH2:40][O:39][C:10]1[C:11]2[C:12](=[N:13][CH:14]=[C:15]([C:17]3[CH:22]=[CH:21][C:20]([CH2:23][C:24]([NH:26][C:27]4[CH:31]=[C:30]([C:32]([CH3:38])([CH3:37])[C:33]([F:36])([F:35])[F:34])[O:29][N:28]=4)=[O:25])=[CH:19][CH:18]=3)[CH:16]=2)[NH:8][N:9]=1. (4) Given the reactants [C:1]([O:5][C:6]([N:8]1[CH2:13][CH2:12][CH:11]([CH2:14][C:15]([OH:17])=[O:16])[CH2:10][CH2:9]1)=[O:7])([CH3:4])([CH3:3])[CH3:2].C([O-])(O)=O.[Na+].[CH2:23](Cl)[Cl:24], predict the reaction product. The product is: [Cl:24][CH2:23][O:16][C:15](=[O:17])[CH2:14][CH:11]1[CH2:12][CH2:13][N:8]([C:6]([O:5][C:1]([CH3:4])([CH3:2])[CH3:3])=[O:7])[CH2:9][CH2:10]1. (5) The product is: [Cl:27][C:13]1[CH:14]=[C:15]([NH:18][C:19]2[CH:24]=[CH:23][C:22]([F:25])=[CH:21][C:20]=2[CH3:26])[CH:16]=[CH:17][C:12]=1[C:10]([C:8]1[CH:9]=[C:4]([N:1]2[CH:32]=[C:31]([CH2:30][CH2:29][OH:33])[N:3]=[N:2]2)[CH:5]=[CH:6][C:7]=1[CH3:28])=[O:11]. Given the reactants [N:1]([C:4]1[CH:5]=[CH:6][C:7]([CH3:28])=[C:8]([C:10]([C:12]2[CH:17]=[CH:16][C:15]([NH:18][C:19]3[CH:24]=[CH:23][C:22]([F:25])=[CH:21][C:20]=3[CH3:26])=[CH:14][C:13]=2[Cl:27])=[O:11])[CH:9]=1)=[N+:2]=[N-:3].[CH2:29]([OH:33])[CH2:30][C:31]#[CH:32], predict the reaction product. (6) Given the reactants [CH3:1][C:2]1[N:3]2[CH:9]=[C:8]([C:10]3[CH:15]=[CH:14][C:13]([N+:16]([O-])=O)=[CH:12][CH:11]=3)[N:7]=[C:4]2[S:5][CH:6]=1.O.O.[Sn](Cl)Cl.C(Cl)Cl.CCOC(C)=O, predict the reaction product. The product is: [CH3:1][C:2]1[N:3]2[CH:9]=[C:8]([C:10]3[CH:15]=[CH:14][C:13]([NH2:16])=[CH:12][CH:11]=3)[N:7]=[C:4]2[S:5][CH:6]=1. (7) Given the reactants [I:1][C:2]1[CH:10]=[CH:9][C:5]([C:6](Cl)=O)=[CH:4][CH:3]=1.[CH:11]1[CH:16]=[CH:15][C:14]([NH:17][C:18]2[C:23]([NH2:24])=[CH:22][CH:21]=[CH:20][CH:19]=2)=[CH:13][CH:12]=1.N, predict the reaction product. The product is: [C:14]1([N:17]2[C:18]3[CH:19]=[CH:20][CH:21]=[CH:22][C:23]=3[N:24]=[C:6]2[C:5]2[CH:9]=[CH:10][C:2]([I:1])=[CH:3][CH:4]=2)[CH:13]=[CH:12][CH:11]=[CH:16][CH:15]=1.